Dataset: Catalyst prediction with 721,799 reactions and 888 catalyst types from USPTO. Task: Predict which catalyst facilitates the given reaction. (1) Reactant: [NH:1]([C:3]1[CH:12]=[C:11]2[C:6]([C:7]([NH2:13])=[N:8][CH:9]=[N:10]2)=[CH:5][CH:4]=1)[NH2:2].[CH:14]1([CH2:17][C:18]([CH:20]2[C:25](=[O:26])[CH2:24][C:23]([CH3:28])([CH3:27])[CH2:22][C:21]2=O)=O)[CH2:16][CH2:15]1. Product: [NH2:13][C:7]1[C:6]2[C:11](=[CH:12][C:3]([N:1]3[C:21]4[CH2:22][C:23]([CH3:28])([CH3:27])[CH2:24][C:25](=[O:26])[C:20]=4[C:18]([CH2:17][CH:14]4[CH2:16][CH2:15]4)=[N:2]3)=[CH:4][CH:5]=2)[N:10]=[CH:9][N:8]=1. The catalyst class is: 14. (2) Reactant: [CH2:1]([N:8]1[CH2:12][C@H:11]([O:13][Si:14]([C:17]([CH3:20])([CH3:19])[CH3:18])([CH3:16])[CH3:15])[C@H:10]([NH2:21])[CH2:9]1)[C:2]1[CH:7]=[CH:6][CH:5]=[CH:4][CH:3]=1.[C:22]([O:26][C:27](O[C:27]([O:26][C:22]([CH3:25])([CH3:24])[CH3:23])=[O:28])=[O:28])([CH3:25])([CH3:24])[CH3:23]. Product: [CH2:1]([N:8]1[CH2:12][C@H:11]([O:13][Si:14]([C:17]([CH3:18])([CH3:20])[CH3:19])([CH3:15])[CH3:16])[C@H:10]([NH:21][C:27]([O:26][C:22]([CH3:25])([CH3:24])[CH3:23])=[O:28])[CH2:9]1)[C:2]1[CH:3]=[CH:4][CH:5]=[CH:6][CH:7]=1. The catalyst class is: 2. (3) Reactant: [OH:1][CH:2]([CH2:23][CH2:24][CH2:25][CH2:26][CH2:27][CH2:28][CH2:29][CH2:30][CH2:31][CH3:32])[C:3]([NH:5][C@@H:6]([CH2:19][CH2:20][CH2:21][CH3:22])/[CH:7]=[CH:8]/[C:9]([O:11]CC1C=CC=CC=1)=[O:10])=[O:4].N#N. Product: [OH:1][CH:2]([CH2:23][CH2:24][CH2:25][CH2:26][CH2:27][CH2:28][CH2:29][CH2:30][CH2:31][CH3:32])[C:3]([NH:5][C@@H:6]([CH2:19][CH2:20][CH2:21][CH3:22])[CH2:7][CH2:8][C:9]([OH:11])=[O:10])=[O:4]. The catalyst class is: 50. (4) Reactant: [CH2:1]([O:3][CH2:4][CH2:5][CH2:6][O:7][C:8](=[O:41])[C@@H:9]([NH:19][C:20]([C:22]1[C:23]([CH3:40])=[N:24][C:25]([NH:29][CH2:30][CH2:31][CH2:32][C:33]2[CH:38]=[CH:37][CH:36]=[C:35]([OH:39])[CH:34]=2)=[N:26][C:27]=1[CH3:28])=[O:21])[CH2:10][NH:11][C:12]([C:14]1[S:15][CH:16]=[CH:17][CH:18]=1)=[O:13])[CH3:2].[C:42](OC(=O)C)(=[O:44])[CH3:43].N1C=CC=CC=1. Product: [CH2:1]([O:3][CH2:4][CH2:5][CH2:6][O:7][C:8](=[O:41])[C@@H:9]([NH:19][C:20]([C:22]1[C:27]([CH3:28])=[N:26][C:25]([NH:29][CH2:30][CH2:31][CH2:32][C:33]2[CH:38]=[CH:37][CH:36]=[C:35]([O:39][C:42](=[O:44])[CH3:43])[CH:34]=2)=[N:24][C:23]=1[CH3:40])=[O:21])[CH2:10][NH:11][C:12]([C:14]1[S:15][CH:16]=[CH:17][CH:18]=1)=[O:13])[CH3:2]. The catalyst class is: 6. (5) Reactant: [Cl:1][C:2]1[CH:26]=[CH:25][C:5]([CH2:6][C:7]2[N:8]=[C:9]([C:19]3[CH:24]=[CH:23][N:22]=[CH:21][CH:20]=3)[S:10][C:11]=2[C:12](=O)/[CH:13]=[CH:14]/N(C)C)=[CH:4][CH:3]=1.Cl.[NH2:28][C:29]([NH2:31])=[NH:30].[O-]CC.[Na+]. Product: [Cl:1][C:2]1[CH:3]=[CH:4][C:5]([CH2:6][C:7]2[N:8]=[C:9]([C:19]3[CH:20]=[CH:21][N:22]=[CH:23][CH:24]=3)[S:10][C:11]=2[C:12]2[CH:13]=[CH:14][N:28]=[C:29]([NH2:31])[N:30]=2)=[CH:25][CH:26]=1. The catalyst class is: 32. (6) Reactant: [CH3:1][C:2]1[CH:14]=[N:13][C:12]2[N:11]([CH2:15][CH2:16][C:17]3[CH:18]=[CH:19][C:20]([C:23](O)=[O:24])=[N:21][CH:22]=3)[C:10]3[CH2:9][CH2:8][N:7]4[CH2:26][CH2:27][CH2:28][CH:6]4[C:5]=3[C:4]=2[CH:3]=1.C(Cl)(=O)C(Cl)=O.C[N:36](C=O)C. Product: [CH3:1][C:2]1[CH:14]=[N:13][C:12]2[N:11]([CH2:15][CH2:16][C:17]3[CH:18]=[CH:19][C:20]([C:23]([NH2:36])=[O:24])=[N:21][CH:22]=3)[C:10]3[CH2:9][CH2:8][N:7]4[CH2:26][CH2:27][CH2:28][CH:6]4[C:5]=3[C:4]=2[CH:3]=1. The catalyst class is: 2. (7) Reactant: [F:1][C:2]1[CH:3]=[N:4][CH:5]=[CH:6][C:7]=1[CH:8]([C:10]1[C:19]([N+:20]([O-:22])=[O:21])=[C:18]2[C:13]([CH:14]=[CH:15][CH:16]=[N:17]2)=[CH:12][CH:11]=1)[OH:9].C1C=C[NH+]=CC=1.C1C=C[NH+]=CC=1.[O-][Cr](O[Cr]([O-])(=O)=O)(=O)=O. Product: [F:1][C:2]1[CH:3]=[N:4][CH:5]=[CH:6][C:7]=1[C:8]([C:10]1[C:19]([N+:20]([O-:22])=[O:21])=[C:18]2[C:13]([CH:14]=[CH:15][CH:16]=[N:17]2)=[CH:12][CH:11]=1)=[O:9]. The catalyst class is: 2.